Dataset: Forward reaction prediction with 1.9M reactions from USPTO patents (1976-2016). Task: Predict the product of the given reaction. (1) The product is: [C:1]([C:3]1[CH:4]=[CH:5][C:6]2[N:10]=[CH:9][N:8]([CH2:11][C@H:12]3[CH2:17][CH2:16][CH2:15][C@:14]4([O:18][C:41](=[O:42])[N:20]([CH2:21][C:22]5([CH3:34])[CH2:26][CH2:25][N:24]([C:27]([O:29][C:30]([CH3:31])([CH3:33])[CH3:32])=[O:28])[CH2:23]5)[CH2:19]4)[CH2:13]3)[C:7]=2[CH:35]=1)#[N:2]. Given the reactants [C:1]([C:3]1[CH:4]=[CH:5][C:6]2[N:10]=[CH:9][N:8]([CH2:11][C@H:12]3[CH2:17][CH2:16][CH2:15][C@:14]([CH2:19][NH:20][CH2:21][C:22]4([CH3:34])[CH2:26][CH2:25][N:24]([C:27]([O:29][C:30]([CH3:33])([CH3:32])[CH3:31])=[O:28])[CH2:23]4)([OH:18])[CH2:13]3)[C:7]=2[CH:35]=1)#[N:2].C1N=CN([C:41](N2C=NC=C2)=[O:42])C=1, predict the reaction product. (2) Given the reactants Br[C:2]1[C:7]2=[N:8][C:9]([C:12]([NH2:14])=[O:13])=[CH:10][N:11]=[C:6]2[CH:5]=[N:4][CH:3]=1.[F:15][C:16]([F:28])([F:27])[O:17][C:18]1[CH:23]=[CH:22][C:21](B(O)O)=[CH:20][CH:19]=1.C(=O)([O-])[O-].[Cs+].[Cs+].O1CCOCC1, predict the reaction product. The product is: [F:15][C:16]([F:27])([F:28])[O:17][C:18]1[CH:23]=[CH:22][C:21]([C:2]2[C:7]3=[N:8][C:9]([C:12]([NH2:14])=[O:13])=[CH:10][N:11]=[C:6]3[CH:5]=[N:4][CH:3]=2)=[CH:20][CH:19]=1. (3) Given the reactants C(N(C(C)C)CC)(C)C.[NH2:10][C:11]1[C:19]([O:20][CH3:21])=[CH:18][CH:17]=[CH:16][C:12]=1[C:13]([OH:15])=[O:14].[C:22]1([C:32](Cl)=O)[C:31]2[C:26](=[CH:27][CH:28]=[CH:29][CH:30]=2)[CH:25]=[CH:24][CH:23]=1.CN(C(ON1N=NC2C=CC=NC1=2)=[N+](C)C)C.F[P-](F)(F)(F)(F)F, predict the reaction product. The product is: [CH3:21][O:20][C:19]1[C:11]2[N:10]=[C:32]([C:22]3[C:31]4[C:26](=[CH:27][CH:28]=[CH:29][CH:30]=4)[CH:25]=[CH:24][CH:23]=3)[O:14][C:13](=[O:15])[C:12]=2[CH:16]=[CH:17][CH:18]=1. (4) Given the reactants Br[C:2]1[S:3][C:4]2[CH2:5][N:6]([C:11]([O:13][C:14]([CH3:17])([CH3:16])[CH3:15])=[O:12])[CH2:7][CH2:8][C:9]=2[N:10]=1.[CH3:18][O-:19].[Na+], predict the reaction product. The product is: [CH3:18][O:19][C:2]1[S:3][C:4]2[CH2:5][N:6]([C:11]([O:13][C:14]([CH3:17])([CH3:16])[CH3:15])=[O:12])[CH2:7][CH2:8][C:9]=2[N:10]=1. (5) Given the reactants [CH:1]([C:3]1[CH:4]=[N:5][CH:6]=[CH:7][C:8]=1[C:9]1[CH:14]=[CH:13][C:12]([NH:15][C:16](=[O:22])[O:17][C:18]([CH3:21])([CH3:20])[CH3:19])=[CH:11][C:10]=1[O:23][CH3:24])=[O:2].[BH4-].[Na+], predict the reaction product. The product is: [OH:2][CH2:1][C:3]1[CH:4]=[N:5][CH:6]=[CH:7][C:8]=1[C:9]1[CH:14]=[CH:13][C:12]([NH:15][C:16](=[O:22])[O:17][C:18]([CH3:20])([CH3:21])[CH3:19])=[CH:11][C:10]=1[O:23][CH3:24]. (6) Given the reactants Br[C:2]1[CH:11]=[C:10]2[C:5]([N:6]=[CH:7][C:8](=[O:12])[NH:9]2)=[CH:4][CH:3]=1.[CH3:13][C@H:14]1[O:19][CH2:18][C@@H:17]([C:20]2[CH:25]=[CH:24][CH:23]=[CH:22][CH:21]=2)[NH:16][CH2:15]1, predict the reaction product. The product is: [CH3:13][C@@H:14]1[CH2:15][N:16]([C:2]2[CH:11]=[C:10]3[C:5]([N:6]=[CH:7][C:8](=[O:12])[NH:9]3)=[CH:4][CH:3]=2)[C@H:17]([C:20]2[CH:21]=[CH:22][CH:23]=[CH:24][CH:25]=2)[CH2:18][O:19]1. (7) The product is: [OH:1][C:2]1[CH:9]=[CH:8][C:7]([C:10]2[CH:11]=[CH:12][CH:13]=[CH:14][CH:15]=2)=[CH:6][C:3]=1[C:4]([OH:16])=[O:5]. Given the reactants [OH:1][C:2]1[CH:9]=[CH:8][C:7]([C:10]2[CH:15]=[CH:14][CH:13]=[CH:12][CH:11]=2)=[CH:6][C:3]=1[CH:4]=[O:5].[OH:16]C1C=CC(C(F)(F)F)=CC=1C=O, predict the reaction product. (8) Given the reactants Cl[CH2:2][C:3]([C:5]1[CH:10]=[CH:9][C:8]([C:11]2([C:14]([O:16][CH3:17])=[O:15])[CH2:13][CH2:12]2)=[CH:7][CH:6]=1)=O.[NH2:18][C:19]([NH2:21])=[S:20], predict the reaction product. The product is: [CH3:17][O:16][C:14]([C:11]1([C:8]2[CH:9]=[CH:10][C:5]([C:3]3[N:18]=[C:19]([NH2:21])[S:20][CH:2]=3)=[CH:6][CH:7]=2)[CH2:13][CH2:12]1)=[O:15]. (9) Given the reactants [Br-].[Mg+2].[Br-].[C:4]([O:10][CH2:11][N:12]1[C:21](=[O:22])[C:20]2[C:15](=[CH:16][CH:17]=[CH:18][C:19]=2[O:23]C)[N:14]=[CH:13]1)(=[O:9])[C:5]([CH3:8])([CH3:7])[CH3:6], predict the reaction product. The product is: [C:4]([O:10][CH2:11][N:12]1[C:21](=[O:22])[C:20]2[C:15](=[CH:16][CH:17]=[CH:18][C:19]=2[OH:23])[N:14]=[CH:13]1)(=[O:9])[C:5]([CH3:8])([CH3:7])[CH3:6].